This data is from Full USPTO retrosynthesis dataset with 1.9M reactions from patents (1976-2016). The task is: Predict the reactants needed to synthesize the given product. Given the product [CH3:20][C:19]1[O:14][C:12]([C:11]2[CH:10]=[CH:9][C:8]([C:6]([NH:5][CH2:4][CH2:3][C:2]([F:1])([F:18])[F:17])=[O:7])=[CH:16][CH:15]=2)=[N:23][N:22]=1, predict the reactants needed to synthesize it. The reactants are: [F:1][C:2]([F:18])([F:17])[CH2:3][CH2:4][NH:5][C:6]([C:8]1[CH:16]=[CH:15][C:11]([C:12]([OH:14])=O)=[CH:10][CH:9]=1)=[O:7].[C:19]([NH:22][NH2:23])(=O)[CH3:20].C(P1(=O)OP(CCC)(=O)OP(CCC)(=O)O1)CC.CCN(C(C)C)C(C)C.